From a dataset of NCI-60 drug combinations with 297,098 pairs across 59 cell lines. Regression. Given two drug SMILES strings and cell line genomic features, predict the synergy score measuring deviation from expected non-interaction effect. (1) Drug 1: C1=CC(=C2C(=C1NCCNCCO)C(=O)C3=C(C=CC(=C3C2=O)O)O)NCCNCCO. Drug 2: CC12CCC3C(C1CCC2OP(=O)(O)O)CCC4=C3C=CC(=C4)OC(=O)N(CCCl)CCCl.[Na+]. Cell line: UACC62. Synergy scores: CSS=28.2, Synergy_ZIP=-12.1, Synergy_Bliss=-13.9, Synergy_Loewe=-35.4, Synergy_HSA=-10.8. (2) Drug 1: CN(C)N=NC1=C(NC=N1)C(=O)N. Drug 2: CC1CCCC2(C(O2)CC(NC(=O)CC(C(C(=O)C(C1O)C)(C)C)O)C(=CC3=CSC(=N3)C)C)C. Cell line: MDA-MB-435. Synergy scores: CSS=-1.89, Synergy_ZIP=0.861, Synergy_Bliss=6.45, Synergy_Loewe=-9.81, Synergy_HSA=1.30.